From a dataset of Catalyst prediction with 721,799 reactions and 888 catalyst types from USPTO. Predict which catalyst facilitates the given reaction. Product: [CH2:16]([O:15][C:13](=[O:14])[CH2:12][NH:11][C:6](=[O:8])[C:5]1[CH:4]=[CH:3][C:2]([OH:1])=[CH:10][CH:9]=1)[CH3:17]. The catalyst class is: 3. Reactant: [OH:1][C:2]1[CH:10]=[CH:9][C:5]([C:6]([OH:8])=O)=[CH:4][CH:3]=1.[NH2:11][CH2:12][C:13]([O:15][CH2:16][CH3:17])=[O:14].Cl.C1C=CC(P(N=[N+]=[N-])(C2C=CC=CC=2)=O)=CC=1.CCN(CC)CC.N(CC)(CC)CC.Cl.